Dataset: Forward reaction prediction with 1.9M reactions from USPTO patents (1976-2016). Task: Predict the product of the given reaction. (1) Given the reactants C(OC([N:8]1[CH2:12][CH2:11][CH2:10][C@H:9]1[C@@H:13]([OH:31])[C@H:14]([C:24]1[CH:29]=[CH:28][CH:27]=[C:26]([F:30])[CH:25]=1)[N:15]1[C:23]2[C:18](=[CH:19][CH:20]=[CH:21][CH:22]=2)[CH:17]=[CH:16]1)=O)(C)(C)C.Cl, predict the reaction product. The product is: [F:30][C:26]1[CH:25]=[C:24]([C@H:14]([N:15]2[C:23]3[C:18](=[CH:19][CH:20]=[CH:21][CH:22]=3)[CH:17]=[CH:16]2)[C@@H:13]([C@@H:9]2[CH2:10][CH2:11][CH2:12][NH:8]2)[OH:31])[CH:29]=[CH:28][CH:27]=1. (2) Given the reactants [CH3:1][C:2]([CH:4]=O)=[O:3].[CH:6]1([NH2:9])[CH2:8][CH2:7]1.[CH2:10]([O:12][P:13]([CH2:18][C:19]([OH:21])=O)([O:15][CH2:16][CH3:17])=[O:14])[CH3:11].[Cl:22][C:23]1[CH:28]=[C:27]([Cl:29])[CH:26]=[CH:25][C:24]=1[CH2:30][N+:31]#[C-:32].C[OH:34], predict the reaction product. The product is: [CH:6]1([N:9]([CH:1]([C:32]([NH:31][CH2:30][C:24]2[CH:25]=[CH:26][C:27]([Cl:29])=[CH:28][C:23]=2[Cl:22])=[O:34])[C:2](=[O:3])[CH3:4])[C:19](=[O:21])[CH2:18][P:13](=[O:14])([O:12][CH2:10][CH3:11])[O:15][CH2:16][CH3:17])[CH2:8][CH2:7]1. (3) Given the reactants Br[CH2:2][C:3]([C:5]1[C:6](=[O:35])[N:7]([CH3:34])[C:8]2[C:13]([C:14]=1[NH:15][C:16](=[O:18])[CH3:17])=[CH:12][C:11]([C:19]1[CH:24]=[CH:23][C:22]([Cl:25])=[CH:21][CH:20]=1)=[C:10]([C:26]1[CH:31]=[CH:30][C:29]([Cl:32])=[CH:28][C:27]=1[Cl:33])[N:9]=2)=[O:4].CC([O-])=O.[Na+], predict the reaction product. The product is: [C:16]([N:15]1[C:14]2[C:13]3[CH:12]=[C:11]([C:19]4[CH:24]=[CH:23][C:22]([Cl:25])=[CH:21][CH:20]=4)[C:10]([C:26]4[CH:31]=[CH:30][C:29]([Cl:32])=[CH:28][C:27]=4[Cl:33])=[N:9][C:8]=3[N:7]([CH3:34])[C:6](=[O:35])[C:5]=2[C:3]([OH:4])=[CH:2]1)(=[O:18])[CH3:17].